From a dataset of Full USPTO retrosynthesis dataset with 1.9M reactions from patents (1976-2016). Predict the reactants needed to synthesize the given product. (1) Given the product [CH3:1][C:2]1([C:17]2[CH:18]=[C:19]([NH:23][S:28]([CH2:27][CH2:26][O:25][CH3:24])(=[O:30])=[O:29])[CH:20]=[CH:21][CH:22]=2)[CH:3]2[CH:7]1[CH2:6][N:5]([CH2:8][CH2:9][CH2:10][C:11]1[CH:16]=[CH:15][CH:14]=[CH:13][CH:12]=1)[CH2:4]2, predict the reactants needed to synthesize it. The reactants are: [CH3:1][C:2]1([C:17]2[CH:18]=[C:19]([NH2:23])[CH:20]=[CH:21][CH:22]=2)[CH:7]2[CH:3]1[CH2:4][N:5]([CH2:8][CH2:9][CH2:10][C:11]1[CH:16]=[CH:15][CH:14]=[CH:13][CH:12]=1)[CH2:6]2.[CH3:24][O:25][CH2:26][CH2:27][S:28](Cl)(=[O:30])=[O:29].O.ClCCl. (2) Given the product [C:6]1([CH:2]([O:1][CH:24]2[CH2:25][CH2:26][CH2:27][CH2:28][O:23]2)[C:3]([OH:5])=[O:4])[CH:11]=[CH:10][CH:9]=[CH:8][CH:7]=1, predict the reactants needed to synthesize it. The reactants are: [OH:1][CH:2]([C:6]1[CH:11]=[CH:10][CH:9]=[CH:8][CH:7]=1)[C:3]([OH:5])=[O:4].CC1C=CC(S(O)(=O)=O)=CC=1.[O:23]1[CH:28]=[CH:27][CH2:26][CH2:25][CH2:24]1. (3) The reactants are: [C:1]([O:5][C:6](=[O:19])[NH:7][C@H:8]([C@H:16]1[CH2:18][O:17]1)[CH2:9][C:10]1[CH:15]=[CH:14][CH:13]=[CH:12][CH:11]=1)([CH3:4])([CH3:3])[CH3:2].[O:20]1[CH2:25][CH2:24][CH:23]([NH2:26])[CH2:22][CH2:21]1. Given the product [OH:17][C@H:16]([CH2:18][NH:26][CH:23]1[CH2:24][CH2:25][O:20][CH2:21][CH2:22]1)[C@@H:8]([NH:7][C:6](=[O:19])[O:5][C:1]([CH3:4])([CH3:3])[CH3:2])[CH2:9][C:10]1[CH:15]=[CH:14][CH:13]=[CH:12][CH:11]=1, predict the reactants needed to synthesize it.